From a dataset of Forward reaction prediction with 1.9M reactions from USPTO patents (1976-2016). Predict the product of the given reaction. (1) Given the reactants [F:1][C:2]([F:15])([F:14])[S:3]([O:6]S(C(F)(F)F)(=O)=O)(=[O:5])=[O:4].[C:16]([O:27][CH2:28][CH3:29])(=[O:26])[C:17]1[CH:25]=[CH:24][C:22](O)=[C:19]([O:20][CH3:21])[CH:18]=1.N1C=CC=CC=1.Cl, predict the reaction product. The product is: [CH3:21][O:20][C:19]1[CH:18]=[C:17]([CH:25]=[CH:24][C:22]=1[O:6][S:3]([C:2]([F:15])([F:14])[F:1])(=[O:5])=[O:4])[C:16]([O:27][CH2:28][CH3:29])=[O:26]. (2) The product is: [Cl:1][C:2]1[CH:3]=[C:4]2[C:8](=[CH:9][CH:10]=1)[NH:7][C:6]([C:11]([N:20]1[CH2:21][CH2:22][CH:17]([CH2:16][C:15]([CH3:23])([OH:24])[CH3:14])[CH2:18][CH2:19]1)=[O:13])=[CH:5]2. Given the reactants [Cl:1][C:2]1[CH:3]=[C:4]2[C:8](=[CH:9][CH:10]=1)[NH:7][C:6]([C:11]([OH:13])=O)=[CH:5]2.[CH3:14][C:15]([OH:24])([CH3:23])[CH2:16][CH:17]1[CH2:22][CH2:21][NH:20][CH2:19][CH2:18]1.Cl.C(N=C=NCCCN(C)C)C.ON1C2C=CC=CC=2N=N1.Cl, predict the reaction product. (3) Given the reactants [CH2:1]([N:8]([CH2:16][C:17]1[CH:18]=[N:19][CH:20]=[C:21](Br)[CH:22]=1)[C:9](=[O:15])[O:10][C:11]([CH3:14])([CH3:13])[CH3:12])[C:2]1[CH:7]=[CH:6][CH:5]=[CH:4][CH:3]=1.CC([O-])=O.[K+].[B:29]1(B2OC(C)(C)C(C)(C)O2)[O:33]C(C)(C)C(C)(C)[O:30]1.CCOC(C)=O, predict the reaction product. The product is: [CH2:1]([N:8]([CH2:16][C:17]1[CH:22]=[C:21]([B:29]([OH:33])[OH:30])[CH:20]=[N:19][CH:18]=1)[C:9]([O:10][C:11]([CH3:14])([CH3:13])[CH3:12])=[O:15])[C:2]1[CH:7]=[CH:6][CH:5]=[CH:4][CH:3]=1. (4) Given the reactants [O:1]=[C:2]1[C:11]2[CH:12]=[N:13][N:14](C3CCCCO3)[C:10]=2[C:9]2[N:8]=[CH:7][C:6]([C:21]3[C:22]([C:27]([O:29][CH3:30])=[O:28])=[N:23][CH:24]=[CH:25][CH:26]=3)=[CH:5][C:4]=2[N:3]1[CH2:31][C:32]([F:35])([F:34])[F:33].[ClH:36], predict the reaction product. The product is: [ClH:36].[O:1]=[C:2]1[C:11]2[CH:12]=[N:13][NH:14][C:10]=2[C:9]2[N:8]=[CH:7][C:6]([C:21]3[C:22]([C:27]([O:29][CH3:30])=[O:28])=[N:23][CH:24]=[CH:25][CH:26]=3)=[CH:5][C:4]=2[N:3]1[CH2:31][C:32]([F:33])([F:35])[F:34].